Dataset: Forward reaction prediction with 1.9M reactions from USPTO patents (1976-2016). Task: Predict the product of the given reaction. (1) Given the reactants [H-].[H-].[H-].[H-].[Li+].[Al+3].[OH:7][CH2:8][CH:9]([C:17]1[CH:22]=[CH:21][CH:20]=[CH:19][CH:18]=1)[C:10]([N:12]1[CH2:16][CH2:15][CH2:14][CH2:13]1)=O, predict the reaction product. The product is: [C:17]1([CH:9]([CH2:10][N:12]2[CH2:16][CH2:15][CH2:14][CH2:13]2)[CH2:8][OH:7])[CH:18]=[CH:19][CH:20]=[CH:21][CH:22]=1. (2) Given the reactants [CH:1](=[O:13])[C:2]1[CH:12]=[C:9]([O:10][CH3:11])[C:7]([OH:8])=[C:4]([O:5][CH3:6])[CH:3]=1.C(=O)([O-])[O-].[K+].[K+].[CH2:20](Br)[C:21]1[CH:26]=[CH:25][CH:24]=[CH:23][CH:22]=1, predict the reaction product. The product is: [CH2:20]([O:8][C:7]1[C:9]([O:10][CH3:11])=[CH:12][C:2]([CH:1]=[O:13])=[CH:3][C:4]=1[O:5][CH3:6])[C:21]1[CH:26]=[CH:25][CH:24]=[CH:23][CH:22]=1.